This data is from Full USPTO retrosynthesis dataset with 1.9M reactions from patents (1976-2016). The task is: Predict the reactants needed to synthesize the given product. (1) Given the product [NH2:28][C:26]1[CH:25]=[CH:24][C:3]([O:4][C:5]2[CH:14]=[C:13]3[C:8]([CH:9]=[C:10]([C:19]([O:21][CH2:22][CH3:23])=[O:20])[CH:11]([C:15]([F:18])([F:17])[F:16])[O:12]3)=[CH:7][C:6]=2[Cl:31])=[C:2]([F:1])[CH:27]=1, predict the reactants needed to synthesize it. The reactants are: [F:1][C:2]1[CH:27]=[C:26]([N+:28]([O-])=O)[CH:25]=[CH:24][C:3]=1[O:4][C:5]1[CH:14]=[C:13]2[C:8]([CH:9]=[C:10]([C:19]([O:21][CH2:22][CH3:23])=[O:20])[CH:11]([C:15]([F:18])([F:17])[F:16])[O:12]2)=[CH:7][CH:6]=1.[Cl:31]Cl. (2) Given the product [CH3:1][O:2][C:3]([C@@H:5]1[CH2:9][C@@H:8]([S:10]([C:13]2[CH:18]=[CH:17][CH:16]=[CH:15][C:14]=2[C:19]([F:20])([F:21])[F:22])(=[O:11])=[O:12])[CH2:7][N:6]1[C:23]1[N:61]([C:58]2[CH:57]=[CH:56][C:55]([C:54]([F:63])([F:64])[F:53])=[CH:60][CH:59]=2)[N:62]=[C:25]([CH:27]2[CH2:28][CH2:29]2)[CH:24]=1)=[O:4], predict the reactants needed to synthesize it. The reactants are: [CH3:1][O:2][C:3]([C@@H:5]1[CH2:9][C@@H:8]([S:10]([C:13]2[CH:18]=[CH:17][CH:16]=[CH:15][C:14]=2[C:19]([F:22])([F:21])[F:20])(=[O:12])=[O:11])[CH2:7][N:6]1[C:23](=O)[CH2:24][C:25]([CH:27]1[CH2:29][CH2:28]1)=O)=[O:4].COC1C=CC(P2(SP(C3C=CC(OC)=CC=3)(=S)S2)=S)=CC=1.[F:53][C:54]([F:64])([F:63])[C:55]1[CH:60]=[CH:59][C:58]([NH:61][NH2:62])=[CH:57][CH:56]=1. (3) Given the product [Cl:1][C:2]1[CH:10]=[C:9]([C:11]([O:13][CH3:14])=[O:12])[CH:8]=[CH:7][C:3]=1[C:4]([O:6][C:21]([CH3:23])([CH3:22])[CH3:20])=[O:5], predict the reactants needed to synthesize it. The reactants are: [Cl:1][C:2]1[CH:10]=[C:9]([C:11]([O:13][CH3:14])=[O:12])[CH:8]=[CH:7][C:3]=1[C:4]([OH:6])=[O:5].S(=O)(=O)(O)O.[CH3:20][C:21](=[CH2:23])[CH3:22]. (4) The reactants are: [N:1]([CH2:4][C@@H:5]([NH:10][C:11](=[O:17])[O:12][C:13]([CH3:16])([CH3:15])[CH3:14])[CH2:6][O:7][CH2:8][CH3:9])=[N+]=[N-]. Given the product [NH2:1][CH2:4][C@@H:5]([NH:10][C:11](=[O:17])[O:12][C:13]([CH3:16])([CH3:15])[CH3:14])[CH2:6][O:7][CH2:8][CH3:9], predict the reactants needed to synthesize it. (5) Given the product [OH:11][C:7]1[CH:6]=[C:5]2[C:10](=[CH:9][CH:8]=1)[C:1](=[O:12])[N:2]([C:14]1[CH:19]=[CH:18][C:17]([O:20][CH3:21])=[CH:16][CH:15]=1)[CH:3]=[CH:4]2, predict the reactants needed to synthesize it. The reactants are: [C:1]1([OH:12])[C:10]2[C:5](=[CH:6][C:7]([OH:11])=[CH:8][CH:9]=2)[CH:4]=[CH:3][N:2]=1.I[C:14]1[CH:19]=[CH:18][C:17]([O:20][CH3:21])=[CH:16][CH:15]=1.N1CCC[C@H]1C(O)=O.C(=O)([O-])[O-].[K+].[K+]. (6) Given the product [CH3:8][CH:2]([CH3:1])[CH2:3][CH2:4][C:5]([N:9]1[CH2:14][CH2:13][CH2:12][CH2:11][CH2:10]1)=[O:7], predict the reactants needed to synthesize it. The reactants are: [CH3:1][CH:2]([CH3:8])[CH2:3][CH2:4][C:5]([OH:7])=O.[NH:9]1[CH2:14][CH2:13][CH2:12][CH2:11][CH2:10]1.C1C=CC2N(O)N=NC=2C=1.CCN=C=NCCCN(C)C.Cl. (7) The reactants are: Cl[C:2]1[N:6]([CH3:7])[C:5]2[CH:8]=[CH:9][CH:10]=[CH:11][C:4]=2[N:3]=1.[Br:12][C:13]1[CH:19]=[CH:18][C:16]([NH2:17])=[CH:15][CH:14]=1. Given the product [Br:12][C:13]1[CH:19]=[CH:18][C:16]([NH:17][C:2]2[N:6]([CH3:7])[C:5]3[CH:8]=[CH:9][CH:10]=[CH:11][C:4]=3[N:3]=2)=[CH:15][CH:14]=1, predict the reactants needed to synthesize it. (8) Given the product [C:1]([O:9][C:10]1([CH2:38][C:37]2[CH:40]=[C:41]([O:45][CH3:46])[C:42]([O:43][CH3:44])=[C:35]([O:34][CH3:33])[CH:36]=2)[C:18]2[C:13](=[CH:14][CH:15]=[C:16]([CH3:19])[CH:17]=2)[N:12]([CH2:20][CH3:21])[C:11]1=[O:22])(=[O:8])[C:2]1[CH:3]=[CH:4][CH:5]=[CH:6][CH:7]=1, predict the reactants needed to synthesize it. The reactants are: [C:1]([O:9][CH:10]1[C:18]2[C:13](=[CH:14][CH:15]=[C:16]([CH3:19])[CH:17]=2)[N:12]([CH2:20][CH3:21])[C:11]1=[O:22])(=[O:8])[C:2]1[CH:7]=[CH:6][CH:5]=[CH:4][CH:3]=1.[Li+].C[Si]([N-][Si](C)(C)C)(C)C.[CH3:33][O:34][C:35]1[CH:36]=[C:37]([CH:40]=[C:41]([O:45][CH3:46])[C:42]=1[O:43][CH3:44])[CH2:38]Cl.Cl. (9) Given the product [C:1]([N:4]1[CH2:13][CH2:12][C:11]2[C:6](=[CH:7][C:8]([NH2:14])=[CH:9][CH:10]=2)[CH2:5]1)(=[O:3])[CH3:2], predict the reactants needed to synthesize it. The reactants are: [C:1]([N:4]1[CH2:13][CH2:12][C:11]2[C:6](=[CH:7][C:8]([N+:14]([O-])=O)=[CH:9][CH:10]=2)[CH2:5]1)(=[O:3])[CH3:2].O.NN. (10) Given the product [Cl:1][C:2]1[CH:3]=[C:4]([S:9]([F:13])(=[O:11])=[O:10])[CH:5]=[CH:6][C:7]=1[F:8], predict the reactants needed to synthesize it. The reactants are: [Cl:1][C:2]1[CH:3]=[C:4]([S:9](Cl)(=[O:11])=[O:10])[CH:5]=[CH:6][C:7]=1[F:8].[F-:13].[K+].C1OCCOCCOCCOCCOCCOC1.